This data is from NCI-60 drug combinations with 297,098 pairs across 59 cell lines. The task is: Regression. Given two drug SMILES strings and cell line genomic features, predict the synergy score measuring deviation from expected non-interaction effect. (1) Drug 1: CS(=O)(=O)CCNCC1=CC=C(O1)C2=CC3=C(C=C2)N=CN=C3NC4=CC(=C(C=C4)OCC5=CC(=CC=C5)F)Cl. Drug 2: CCN(CC)CCNC(=O)C1=C(NC(=C1C)C=C2C3=C(C=CC(=C3)F)NC2=O)C. Cell line: 786-0. Synergy scores: CSS=2.75, Synergy_ZIP=-1.30, Synergy_Bliss=-2.48, Synergy_Loewe=-3.48, Synergy_HSA=-4.27. (2) Drug 1: CC(C1=C(C=CC(=C1Cl)F)Cl)OC2=C(N=CC(=C2)C3=CN(N=C3)C4CCNCC4)N. Drug 2: C1=CN(C=N1)CC(O)(P(=O)(O)O)P(=O)(O)O. Cell line: HCT-15. Synergy scores: CSS=1.10, Synergy_ZIP=0.518, Synergy_Bliss=-1.14, Synergy_Loewe=-5.46, Synergy_HSA=-3.52. (3) Drug 1: CC(C)(C#N)C1=CC(=CC(=C1)CN2C=NC=N2)C(C)(C)C#N. Drug 2: CC1=C2C(C(=O)C3(C(CC4C(C3C(C(C2(C)C)(CC1OC(=O)C(C(C5=CC=CC=C5)NC(=O)OC(C)(C)C)O)O)OC(=O)C6=CC=CC=C6)(CO4)OC(=O)C)O)C)O. Cell line: M14. Synergy scores: CSS=-7.27, Synergy_ZIP=8.49, Synergy_Bliss=0.941, Synergy_Loewe=-29.1, Synergy_HSA=-25.4. (4) Drug 1: C1=CC(=CC=C1CC(C(=O)O)N)N(CCCl)CCCl.Cl. Drug 2: CCN(CC)CCCC(C)NC1=C2C=C(C=CC2=NC3=C1C=CC(=C3)Cl)OC. Cell line: HCC-2998. Synergy scores: CSS=33.0, Synergy_ZIP=0.985, Synergy_Bliss=-1.88, Synergy_Loewe=-11.6, Synergy_HSA=-2.28. (5) Drug 1: CC1=C2C(C(=O)C3(C(CC4C(C3C(C(C2(C)C)(CC1OC(=O)C(C(C5=CC=CC=C5)NC(=O)C6=CC=CC=C6)O)O)OC(=O)C7=CC=CC=C7)(CO4)OC(=O)C)O)C)OC(=O)C. Drug 2: COCCOC1=C(C=C2C(=C1)C(=NC=N2)NC3=CC=CC(=C3)C#C)OCCOC.Cl. Cell line: A549. Synergy scores: CSS=61.3, Synergy_ZIP=6.07, Synergy_Bliss=7.58, Synergy_Loewe=-8.85, Synergy_HSA=6.86. (6) Drug 1: CC(C)(C#N)C1=CC(=CC(=C1)CN2C=NC=N2)C(C)(C)C#N. Drug 2: CC(C)NC(=O)C1=CC=C(C=C1)CNNC.Cl. Cell line: HOP-62. Synergy scores: CSS=-3.70, Synergy_ZIP=8.91, Synergy_Bliss=6.86, Synergy_Loewe=-4.89, Synergy_HSA=-5.73.